Task: Predict the product of the given reaction.. Dataset: Forward reaction prediction with 1.9M reactions from USPTO patents (1976-2016) (1) Given the reactants [CH3:1][O:2][C:3](=[O:17])[C@@H:4]([O:14][CH2:15][CH3:16])[CH2:5][C:6]1[CH:11]=[CH:10][C:9]([OH:12])=[CH:8][C:7]=1[Cl:13].[C:18]([C:22]1[O:23][C:24]([CH3:29])=[C:25]([CH2:27]Cl)[N:26]=1)([CH3:21])([CH3:20])[CH3:19].C(=O)([O-])[O-].[Cs+].[Cs+].[I-].[K+], predict the reaction product. The product is: [CH3:1][O:2][C:3](=[O:17])[C@@H:4]([O:14][CH2:15][CH3:16])[CH2:5][C:6]1[CH:11]=[CH:10][C:9]([O:12][CH2:27][C:25]2[N:26]=[C:22]([C:18]([CH3:21])([CH3:20])[CH3:19])[O:23][C:24]=2[CH3:29])=[CH:8][C:7]=1[Cl:13]. (2) The product is: [C:1]([O:5][C:6](=[O:33])[N:7]([CH:9]([CH3:32])[C:10]([NH:12][C:13]1[CH:18]=[CH:17][C:16]([C:40]2[C:39]([CH3:50])=[CH:38][N:37]=[CH:36][C:35]=2[CH3:34])=[C:15]([C:20]#[C:21][Si:22]([CH:29]([CH3:31])[CH3:30])([CH:26]([CH3:28])[CH3:27])[CH:23]([CH3:25])[CH3:24])[N:14]=1)=[O:11])[CH3:8])([CH3:4])([CH3:3])[CH3:2]. Given the reactants [C:1]([O:5][C:6](=[O:33])[N:7]([CH:9]([CH3:32])[C:10]([NH:12][C:13]1[CH:18]=[CH:17][C:16](Br)=[C:15]([C:20]#[C:21][Si:22]([CH:29]([CH3:31])[CH3:30])([CH:26]([CH3:28])[CH3:27])[CH:23]([CH3:25])[CH3:24])[N:14]=1)=[O:11])[CH3:8])([CH3:4])([CH3:3])[CH3:2].[CH3:34][C:35]1[CH:36]=[N:37][CH:38]=[C:39]([CH3:50])[C:40]=1B1OC(C)(C)C(C)(C)O1.C([O-])([O-])=O.[Na+].[Na+].O1CCOCC1, predict the reaction product. (3) Given the reactants F[C:2]1[CH:7]=[CH:6][C:5]([F:8])=[CH:4][N:3]=1.C[C:10](C)([O-:12])C.[Na+].F[C:16]1[C:17](F)=[N:18][CH:19]=[CH:20][CH:21]=1.[CH3:23]S(C)=O, predict the reaction product. The product is: [F:8][C:5]1[CH:6]=[CH:7][C:2]([O:12][CH2:10][C@@H:20]2[CH2:21][CH2:16][C@@H:17]([CH3:23])[NH:18][CH2:19]2)=[N:3][CH:4]=1.